From a dataset of Experimentally validated miRNA-target interactions with 360,000+ pairs, plus equal number of negative samples. Binary Classification. Given a miRNA mature sequence and a target amino acid sequence, predict their likelihood of interaction. (1) Result: 0 (no interaction). The protein sequence of the target gene is MDPEHAKPESSEAPSGNLKQPETAAALSLILGALACFIITQANESFITITSLEICIVVFFILIYVLTLHHLLTYLHWPLLDLTNSIITAVFLSVVAILAMQEKKRRHLLYVGGSLCLTAVIVCCIDAFVVTTKMRTNLKRFLGVEVERKLSPAKDAYPETGPDAPQRPA. The miRNA is ath-miR172c with sequence AGAAUCUUGAUGAUGCUGCAG. (2) The miRNA is hsa-miR-3148 with sequence UGGAAAAAACUGGUGUGUGCUU. Result: 1 (interaction). The protein sequence of the target gene is MSAKPEVSLVREASRQIVAGGSAGLVEICLMHPLDVVKTRFQIQRCATDPNSYKSLVDSFRMIFQMEGLFGFYKGILPPILAETPKRAVKFFTFEQYKKLLGYVSLSPALTFAIAGLGSGLTEAIVVNPFEVVKVGLQANRNTFAEQPSTVGYARQIIKKEGWGLQGLNKGLTATLGRHGVFNMVYFGFYYNVKNMIPVNKDPILEFWRKFGIGLLSGTIASVINIPFDVAKSRIQGPQPVPGEIKYRTCFKTMATVYQEEGILALYKGLLPKIMRLGPGGAVMLLVYEYTYSWLQENW. (3) The miRNA is hsa-miR-4681 with sequence AACGGGAAUGCAGGCUGUAUCU. The protein sequence of the target gene is MRLEELKRLQNPLEQVDDGKYLLENHQLAMDVENNIENYPLSLQPLESKVKIIQRAWREYLQRQDPLEKRSPSPPSVSSDKLSSSVSMNTFSDSSTPVSVSRPLAWTVLH. Result: 0 (no interaction). (4) The miRNA is hsa-miR-6511a-5p with sequence CAGGCAGAAGUGGGGCUGACAGG. The protein sequence of the target gene is MEAVETGERPTFGAWDYGVFALMLLVSTGIGLWVGLARGGQRSAEDFFTGGRRLAALPVGLSLSASFMSAVQVLGVPSEAYRYGLKFLWMCLGQLLNSVLTALLFMPVFYRLGLTSTYEYLEMRFSRAVRLCGTLQYIVATMLYTGIVIYAPALILNQVTGLDIWASLLSTGIICTFYTAVGGMKAVVWTDVFQVVVMLSGFWVVLARGVMLVGGPRQVLTLAQNHSRINLMDFNPDPRSRYTFWTFVVGGTLVWLSMYGVNQAQVQRYVACRTEKQAKLALLINQVGLFLIVSSAACCG.... Result: 1 (interaction). (5) Result: 1 (interaction). The protein sequence of the target gene is MAAVRVLVASRLAAASAFTSLSPGGRTPSQRAALHLSVPRPAARVALVLSGCGVYDGTEIHEASAILVHLSRGGAEVQIFAPDVPQMHVIDHTKGQPSEGESRNVLTESARIARGKITDLANLSAANHDAAIFPGGFGAAKNLSTFAVDGKDCKVNKEVERVLKEFHQAGKPIGLCCIAPVLAAKVLRGVEVTVGHEQEEGGKWPYAGTAEAIKALGAKHCVKEVVEAHVDQKNKVVTTPAFMCETALHYIHDGIGAMVRKVLELTGK. The miRNA is hsa-miR-6881-3p with sequence AUCCUCUUUCGUCCUUCCCACU.